The task is: Predict the reactants needed to synthesize the given product.. This data is from Full USPTO retrosynthesis dataset with 1.9M reactions from patents (1976-2016). (1) The reactants are: [N:1]1([CH2:7][CH2:8][NH:9][C:10]2[CH:15]=[CH:14][CH:13]=[C:12]([N+:16]([O-])=O)[CH:11]=2)[CH2:6][CH2:5][O:4][CH2:3][CH2:2]1. Given the product [N:1]1([CH2:7][CH2:8][NH:9][C:10]2[CH:15]=[CH:14][CH:13]=[C:12]([NH2:16])[CH:11]=2)[CH2:6][CH2:5][O:4][CH2:3][CH2:2]1, predict the reactants needed to synthesize it. (2) The reactants are: [C:1]([O:5][C:6]([N:8]([CH2:21][C@@H:22]1[C@@H:26]([C:27]2[CH:32]=[CH:31][CH:30]=[CH:29][CH:28]=2)[CH2:25][N:24]([C:33]2[C:42]([F:43])=[CH:41][C:36]([C:37]([O:39]C)=[O:38])=[CH:35][C:34]=2[F:44])[CH2:23]1)[C@@H:9]([C:11]1[C:20]2[C:15](=[CH:16][CH:17]=[CH:18][CH:19]=2)[CH:14]=[CH:13][CH:12]=1)[CH3:10])=[O:7])([CH3:4])([CH3:3])[CH3:2].[OH-].[Na+]. Given the product [C:1]([O:5][C:6]([N:8]([CH2:21][C@@H:22]1[C@@H:26]([C:27]2[CH:28]=[CH:29][CH:30]=[CH:31][CH:32]=2)[CH2:25][N:24]([C:33]2[C:42]([F:43])=[CH:41][C:36]([C:37]([OH:39])=[O:38])=[CH:35][C:34]=2[F:44])[CH2:23]1)[C@@H:9]([C:11]1[C:20]2[C:15](=[CH:16][CH:17]=[CH:18][CH:19]=2)[CH:14]=[CH:13][CH:12]=1)[CH3:10])=[O:7])([CH3:2])([CH3:3])[CH3:4], predict the reactants needed to synthesize it. (3) Given the product [CH3:16][N:14]1[CH2:13][C@@H:10]2[C@@H:9]([N:8]([C:5]3[CH:6]=[CH:7][C:2]([C:28]4[CH:33]=[CH:32][C:31]([C:21]5[CH:22]=[N:17][CH:18]=[N:19][CH:20]=5)=[CH:30][CH:29]=4)=[CH:3][CH:4]=3)[CH2:12][CH2:11]2)[CH2:15]1, predict the reactants needed to synthesize it. The reactants are: Br[C:2]1[CH:7]=[CH:6][C:5]([N:8]2[CH2:12][CH2:11][C@@H:10]3[CH2:13][N:14]([CH3:16])[CH2:15][C@H:9]23)=[CH:4][CH:3]=1.[N:17]1[CH:22]=[C:21](B(O)O)[CH:20]=[N:19][CH:18]=1.C([C:28]1[CH:33]=[CH:32][C:31](B(O)O)=[CH:30][CH:29]=1)#N. (4) Given the product [C:15]([C:14]1[N:13]=[C:12]([N:17]2[CH:21]=[C:20]([C:22]([O:24][CH2:25][CH3:26])=[O:23])[CH:19]=[N:18]2)[CH:11]=[CH:10][C:9]=1[OH:8])#[N:16], predict the reactants needed to synthesize it. The reactants are: C([O:8][C:9]1[CH:10]=[CH:11][C:12]([N:17]2[CH:21]=[C:20]([C:22]([O:24][CH2:25][CH3:26])=[O:23])[CH:19]=[N:18]2)=[N:13][C:14]=1[C:15]#[N:16])C1C=CC=CC=1. (5) Given the product [CH3:1][O:2][C:3](=[O:15])[C:4]1[CH:5]=[CH:6][C:7]([O:10][CH2:11][CH2:12][O:13][C:22]2[CH:23]=[CH:24][C:25]([S:27]([C:30]([F:32])([F:33])[F:31])(=[O:29])=[O:28])=[CH:26][C:21]=2[N+:18]([O-:20])=[O:19])=[CH:8][CH:9]=1, predict the reactants needed to synthesize it. The reactants are: [CH3:1][O:2][C:3](=[O:15])[C:4]1[CH:9]=[CH:8][C:7]([O:10][CH2:11][CH2:12][OH:13])=[CH:6][C:5]=1C.[H-].[Na+].[N+:18]([C:21]1[CH:26]=[C:25]([S:27]([C:30]([F:33])([F:32])[F:31])(=[O:29])=[O:28])[CH:24]=[CH:23][C:22]=1Cl)([O-:20])=[O:19]. (6) Given the product [C:3]1([C@@H:9]2[CH2:11][C@H:10]2[N:12]([CH2:21][CH2:22][CH:23]2[CH2:28][CH2:27][O:26][CH2:25][CH2:24]2)[C:13](=[O:19])[O:14][C:15]([CH3:16])([CH3:18])[CH3:17])[CH:4]=[CH:5][CH:6]=[CH:7][CH:8]=1, predict the reactants needed to synthesize it. The reactants are: [H-].[Na+].[C:3]1([C@@H:9]2[CH2:11][C@H:10]2[NH:12][C:13](=[O:19])[O:14][C:15]([CH3:18])([CH3:17])[CH3:16])[CH:8]=[CH:7][CH:6]=[CH:5][CH:4]=1.Br[CH2:21][CH2:22][CH:23]1[CH2:28][CH2:27][O:26][CH2:25][CH2:24]1. (7) Given the product [Cl:45][C:6]1[CH:5]=[C:4]([CH2:10][CH2:11][N:12]([C@H:28]2[CH2:33][CH2:32][C@H:31]([CH3:34])[CH2:30][CH2:29]2)[C:13](=[O:27])[NH:14][C:15]2[S:16][C:17]([S:20][C:21]([CH3:26])([CH3:25])[C:22]([OH:24])=[O:23])=[CH:18][N:19]=2)[CH:3]=[C:2]([F:1])[CH:7]=1, predict the reactants needed to synthesize it. The reactants are: [F:1][C:2]1[CH:3]=[C:4]([CH2:10][CH2:11][N:12]([C@H:28]2[CH2:33][CH2:32][C@H:31]([CH3:34])[CH2:30][CH2:29]2)[C:13](=[O:27])[NH:14][C:15]2[S:16][C:17]([S:20][C:21]([CH3:26])([CH3:25])[C:22]([OH:24])=[O:23])=[CH:18][N:19]=2)[CH:5]=[CH:6][C:7]=1OC.OCCC1C=C(F)C=C([Cl:45])C=1.C(OC(=O)C(SC1SC(N)=NC=1)(C)C)C.